Dataset: Human liver microsome stability data. Task: Regression/Classification. Given a drug SMILES string, predict its absorption, distribution, metabolism, or excretion properties. Task type varies by dataset: regression for continuous measurements (e.g., permeability, clearance, half-life) or binary classification for categorical outcomes (e.g., BBB penetration, CYP inhibition). Dataset: hlm. (1) The molecule is COc1cc2c(N3CCN(C4CCCC4)CC3)nc(NCCCN3CCN(C)CC3)nc2cc1OCCCN1CCCC1. The result is 0 (unstable in human liver microsomes). (2) The compound is N[C@@H](CC(=O)N1CCC[C@H]1c1nc(-c2ncc(F)cc2F)no1)Cc1cc(F)c(F)cc1F. The result is 0 (unstable in human liver microsomes).